The task is: Predict the product of the given reaction.. This data is from Forward reaction prediction with 1.9M reactions from USPTO patents (1976-2016). (1) Given the reactants C([O:3][C:4]([C:6]1[NH:7][C:8]2[C:13]([CH:14]=1)=[C:12]([O:15][CH2:16][CH:17]1[CH2:21][CH2:20][CH2:19][CH2:18]1)[CH:11]=[CH:10][CH:9]=2)=[O:5])C.[OH-].[K+].CCO, predict the reaction product. The product is: [CH:17]1([CH2:16][O:15][C:12]2[CH:11]=[CH:10][CH:9]=[C:8]3[C:13]=2[CH:14]=[C:6]([C:4]([OH:5])=[O:3])[NH:7]3)[CH2:18][CH2:19][CH2:20][CH2:21]1. (2) The product is: [Br:1][C:2]1[CH:7]=[C:6]([F:8])[CH:5]=[CH:4][C:3]=1[O:9][CH:11]1[CH2:12][CH2:13][CH2:14][CH2:15][O:10]1. Given the reactants [Br:1][C:2]1[CH:7]=[C:6]([F:8])[CH:5]=[CH:4][C:3]=1[OH:9].[O:10]1[CH:15]=[CH:14][CH2:13][CH2:12][CH2:11]1, predict the reaction product. (3) The product is: [NH2:6][C:7]1[C:15]([C:16]([F:17])([F:18])[F:19])=[CH:14][C:10]([C:11]([O:13][CH3:29])=[O:12])=[CH:9][C:8]=1[Cl:20]. Given the reactants S(=O)(=O)(O)O.[NH2:6][C:7]1[C:15]([C:16]([F:19])([F:18])[F:17])=[CH:14][C:10]([C:11]([OH:13])=[O:12])=[CH:9][C:8]=1[Cl:20].P([O-])([O-])([O-])=O.[K+].[K+].[K+].[CH3:29]O, predict the reaction product. (4) Given the reactants CS([O:5][CH2:6][CH:7]1[CH2:12][C:11]([CH3:26])([S:13]([C:16]2[CH:21]=[CH:20][CH:19]=[C:18]([C:22]([F:25])([F:24])[F:23])[CH:17]=2)(=[O:15])=[O:14])[CH2:10][CH2:9][O:8]1)(=O)=O.[CH:27]1([C:30]2[N:35]=[CH:34][C:33](O)=[CH:32][CH:31]=2)[CH2:29][CH2:28]1.C([O-])([O-])=O.[Cs+].[Cs+], predict the reaction product. The product is: [CH:27]1([C:30]2[CH:31]=[CH:32][C:33]([O:5][CH2:6][CH:7]3[CH2:12][C:11]([CH3:26])([S:13]([C:16]4[CH:21]=[CH:20][CH:19]=[C:18]([C:22]([F:25])([F:24])[F:23])[CH:17]=4)(=[O:15])=[O:14])[CH2:10][CH2:9][O:8]3)=[CH:34][N:35]=2)[CH2:29][CH2:28]1.